From a dataset of Full USPTO retrosynthesis dataset with 1.9M reactions from patents (1976-2016). Predict the reactants needed to synthesize the given product. (1) Given the product [CH2:1]([N+:3]1([O-:23])[CH2:7][CH2:6][N:5]([C:8]2[CH:13]=[CH:12][N:11]=[CH:10][CH:9]=2)[C:4]1=[O:14])[CH3:2], predict the reactants needed to synthesize it. The reactants are: [CH2:1]([N:3]1[CH2:7][CH2:6][N:5]([C:8]2[CH:13]=[CH:12][N:11]=[CH:10][CH:9]=2)[C:4]1=[O:14])[CH3:2].ClC1C=CC=C(C(OO)=[O:23])C=1. (2) Given the product [CH3:28][N:29]([CH3:30])[C:11]1[CH:10]=[C:9]2[C:4]([C:5](=[O:27])[C:6]([C:25]#[N:26])=[CH:7][N:8]2[CH2:13][C:14]2[CH:19]=[CH:18][C:17]([C:20]([F:21])([F:23])[F:22])=[CH:16][C:15]=2[F:24])=[CH:3][C:2]=1[F:1], predict the reactants needed to synthesize it. The reactants are: [F:1][C:2]1[CH:3]=[C:4]2[C:9](=[CH:10][C:11]=1F)[N:8]([CH2:13][C:14]1[CH:19]=[CH:18][C:17]([C:20]([F:23])([F:22])[F:21])=[CH:16][C:15]=1[F:24])[CH:7]=[C:6]([C:25]#[N:26])[C:5]2=[O:27].[CH3:28][NH:29][CH3:30]. (3) Given the product [CH2:1]([O:8][N:9]1[C@H:13]([CH:14]([CH3:16])[CH3:15])[CH2:12][C@@H:11]([N:17]([CH2:39][CH2:40][CH3:41])[S:18]([C:21]2[CH:26]=[CH:25][C:24]([C:27]3[CH:28]=[CH:29][C:30]([C:33]([F:34])([F:35])[F:36])=[CH:31][CH:32]=3)=[CH:23][CH:22]=2)(=[O:20])=[O:19])[C:10]1=[O:37])[C:2]1[CH:7]=[CH:6][CH:5]=[CH:4][CH:3]=1, predict the reactants needed to synthesize it. The reactants are: [CH2:1]([O:8][N:9]1[C@H:13]([CH:14]([CH3:16])[CH3:15])[CH2:12][C@@H:11]([NH:17][S:18]([C:21]2[CH:26]=[CH:25][C:24]([C:27]3[CH:32]=[CH:31][C:30]([C:33]([F:36])([F:35])[F:34])=[CH:29][CH:28]=3)=[CH:23][CH:22]=2)(=[O:20])=[O:19])[C:10]1=[O:37])[C:2]1[CH:7]=[CH:6][CH:5]=[CH:4][CH:3]=1.I[CH2:39][CH2:40][CH3:41].C(=O)([O-])[O-].[Cs+].[Cs+]. (4) Given the product [NH2:1][C:2]1[N:7]=[C:6]([CH3:8])[C:5]([CH2:9][CH2:10][CH2:11][N:12]([CH2:13][C:14]2[CH:15]=[C:16]([CH2:20][C:21]([O:23][CH3:24])=[O:22])[CH:17]=[CH:18][CH:19]=2)[C:33](=[O:34])[CH2:32][Cl:31])=[C:4]([NH:25][CH2:26][CH2:27][CH2:28][CH2:29][CH3:30])[N:3]=1, predict the reactants needed to synthesize it. The reactants are: [NH2:1][C:2]1[N:7]=[C:6]([CH3:8])[C:5]([CH2:9][CH2:10][CH2:11][NH:12][CH2:13][C:14]2[CH:15]=[C:16]([CH2:20][C:21]([O:23][CH3:24])=[O:22])[CH:17]=[CH:18][CH:19]=2)=[C:4]([NH:25][CH2:26][CH2:27][CH2:28][CH2:29][CH3:30])[N:3]=1.[Cl:31][CH2:32][C:33](Cl)=[O:34].